Predict the product of the given reaction. From a dataset of Forward reaction prediction with 1.9M reactions from USPTO patents (1976-2016). (1) Given the reactants [Cl-].O[NH3+:3].[C:4](=[O:7])([O-])[OH:5].[Na+].CS(C)=O.[CH:13]1([CH:16]([OH:53])[CH2:17][O:18][C@H:19]2[CH2:24][CH2:23][C@H:22]([N:25]3[C:30](=[O:31])[C:29]([CH2:32][C:33]4[CH:38]=[CH:37][C:36]([C:39]5[C:40]([C:45]#[N:46])=[CH:41][CH:42]=[CH:43][CH:44]=5)=[CH:35][CH:34]=4)=[C:28]([CH2:47][CH2:48][CH3:49])[N:27]4[N:50]=[CH:51][CH:52]=[C:26]34)[CH2:21][CH2:20]2)[CH2:15][CH2:14]1, predict the reaction product. The product is: [CH:13]1([CH:16]([OH:53])[CH2:17][O:18][C@H:19]2[CH2:20][CH2:21][C@H:22]([N:25]3[C:30](=[O:31])[C:29]([CH2:32][C:33]4[CH:34]=[CH:35][C:36]([C:39]5[CH:44]=[CH:43][CH:42]=[CH:41][C:40]=5[C:45]5[NH:3][C:4](=[O:7])[O:5][N:46]=5)=[CH:37][CH:38]=4)=[C:28]([CH2:47][CH2:48][CH3:49])[N:27]4[N:50]=[CH:51][CH:52]=[C:26]34)[CH2:23][CH2:24]2)[CH2:14][CH2:15]1. (2) Given the reactants O=C1C2C(=CC=CC=2)C(=O)[N:3]1[CH2:12][CH2:13][CH2:14][N:15]([CH:28]([CH3:30])[CH3:29])[S:16]([C:19]1[CH:24]=[CH:23][CH:22]=[CH:21][C:20]=1[N+:25]([O-:27])=[O:26])(=[O:18])=[O:17].O.NN.C(O)C, predict the reaction product. The product is: [NH2:3][CH2:12][CH2:13][CH2:14][N:15]([CH:28]([CH3:30])[CH3:29])[S:16]([C:19]1[CH:24]=[CH:23][CH:22]=[CH:21][C:20]=1[N+:25]([O-:27])=[O:26])(=[O:17])=[O:18]. (3) Given the reactants Cl[C:2]1[CH:9]=[C:8]([NH:10][CH:11]([CH3:13])[CH3:12])[C:5]([C:6]#[N:7])=[CH:4][N:3]=1.[NH2:14][C:15]1[CH:23]=[CH:22][C:18]2[N:19]=[CH:20][S:21][C:17]=2[CH:16]=1.CC1(C)C2C(=C(P(C3C=CC=CC=3)C3C=CC=CC=3)C=CC=2)OC2C(P(C3C=CC=CC=3)C3C=CC=CC=3)=CC=CC1=2.C([O-])([O-])=O.[Na+].[Na+], predict the reaction product. The product is: [S:21]1[C:17]2[CH:16]=[C:15]([NH:14][C:2]3[CH:9]=[C:8]([NH:10][CH:11]([CH3:13])[CH3:12])[C:5]([C:6]#[N:7])=[CH:4][N:3]=3)[CH:23]=[CH:22][C:18]=2[N:19]=[CH:20]1. (4) The product is: [NH2:8][C:9]1[CH:17]=[CH:16][C:12]([C:13]([O:15][CH3:1])=[O:14])=[CH:11][N:10]=1. Given the reactants [CH3:1][Si](C=[N+]=[N-])(C)C.[NH2:8][C:9]1[CH:17]=[CH:16][C:12]([C:13]([OH:15])=[O:14])=[CH:11][N:10]=1.C(Cl)(Cl)Cl.CO, predict the reaction product.